The task is: Predict the reaction yield, written as a fraction of the theoretical maximum amount of product (1.0 means a 100% yield; for example, 0.34 means a 34% yield).. This data is from Reaction yield outcomes from USPTO patents with 853,638 reactions. (1) The reactants are [CH3:1][CH:2]([NH2:4])[CH3:3].Cl[CH2:6][C:7]([O:9][CH2:10][CH3:11])=[O:8]. The catalyst is C1(C)C=CC=CC=1. The product is [CH:2]([NH:4][CH2:6][C:7]([O:9][CH2:10][CH3:11])=[O:8])([CH3:3])[CH3:1]. The yield is 0.510. (2) The reactants are [C:1]([N:4]1[C:12]2[C:7](=[CH:8][CH:9]=[C:10]([C:14]([O:16][CH3:17])=[O:15])[C:11]=2[CH3:13])[C:6]2[CH:18]=[C:19]([CH3:22])[CH:20]=[N:21][C:5]1=2)(=[O:3])[CH3:2].S([O-])([O-])(=O)=O.[K+].[K+].S(=O)(=O)(O)O.[Br:35]([O-])(=O)=O.[Na+].[OH-].[Na+]. The catalyst is C(OCC)(=O)C. The product is [C:1]([N:4]1[C:12]2[C:7](=[C:8]([Br:35])[CH:9]=[C:10]([C:14]([O:16][CH3:17])=[O:15])[C:11]=2[CH3:13])[C:6]2[CH:18]=[C:19]([CH3:22])[CH:20]=[N:21][C:5]1=2)(=[O:3])[CH3:2]. The yield is 0.273. (3) No catalyst specified. The reactants are [Cl:1][C:2]1[S:6][C:5]([S:7]([N:10]([C:19]2[C:27]3[C:22](=[CH:23][CH:24]=[CH:25][C:26]=3[O:28][CH3:29])[NH:21][N:20]=2)[CH2:11][O:12][CH2:13][CH2:14][Si:15]([CH3:18])([CH3:17])[CH3:16])(=[O:9])=[O:8])=[CH:4][CH:3]=1.Cl[CH2:31][C:32]1[CH:44]=[CH:43][C:35]([C:36]([N:38]([CH2:41]C)[CH2:39]C)=[O:37])=[CH:34][CH:33]=1.[OH-].[K+]. The product is [Cl:1][C:2]1[S:6][C:5]([S:7]([N:10]([CH2:11][O:12][CH2:13][CH2:14][Si:15]([CH3:18])([CH3:16])[CH3:17])[C:19]2[C:27]3[C:22](=[CH:23][CH:24]=[CH:25][C:26]=3[O:28][CH3:29])[N:21]([CH2:31][C:32]3[CH:44]=[CH:43][C:35]([C:36]([N:38]([CH3:39])[CH3:41])=[O:37])=[CH:34][CH:33]=3)[N:20]=2)(=[O:9])=[O:8])=[CH:4][CH:3]=1. The yield is 0.600.